From a dataset of Retrosynthesis with 50K atom-mapped reactions and 10 reaction types from USPTO. Predict the reactants needed to synthesize the given product. (1) Given the product O=C(NCc1cn(-c2ccccc2)c2cc(Cl)ccc2c1=O)c1cnc(N2CCC(O)CC2)s1, predict the reactants needed to synthesize it. The reactants are: O=C(NCc1cn(-c2ccccc2)c2cc(Cl)ccc2c1=O)c1cnc(Br)s1.OC1CCNCC1. (2) Given the product O=C(O)CN1CCC(C2CCN(C(=O)[C@@H](Cc3cc(C(F)(F)F)cc(C(F)(F)F)c3)OC(=O)N3CCC(N4CCc5ccccc5NC4=O)CC3)CC2)CC1, predict the reactants needed to synthesize it. The reactants are: CCOC(=O)CN1CCC(C2CCN(C(=O)[C@@H](Cc3cc(C(F)(F)F)cc(C(F)(F)F)c3)OC(=O)N3CCC(N4CCc5ccccc5NC4=O)CC3)CC2)CC1. (3) Given the product Cc1n[nH]c2cc(F)c(C#N)cc12, predict the reactants needed to synthesize it. The reactants are: Cc1n[nH]c2cc(F)c(Br)cc12.[C-]#N. (4) Given the product COc1ccc(-c2ccc(S(=O)(=O)N[C@@H](C(=O)O)[C@H](OCc3ccc(C)cc3)c3nccs3)cc2)cc1, predict the reactants needed to synthesize it. The reactants are: COC(=O)[C@H](NS(=O)(=O)c1ccc(-c2ccc(OC)cc2)cc1)[C@H](OCc1ccc(C)cc1)c1nccs1. (5) Given the product CCN1CCN(c2cc(N3CCc4c(-c5cnc(NCc6ccc(OC)cc6)nc5)nc(N5CCOCC5)nc43)ccn2)CC1, predict the reactants needed to synthesize it. The reactants are: CCN1CCN(c2cc(N3CCc4c(-c5cnc(N(Cc6ccc(OC)cc6)Cc6ccc(OC)cc6)nc5)nc(N5CCOCC5)nc43)ccn2)CC1. (6) Given the product CS(=O)(=O)N[C@H]1CC[C@H](CCN2CCCCC2c2coc3cccc-3c2)CC1, predict the reactants needed to synthesize it. The reactants are: CS(=O)(=O)Cl.N[C@H]1CC[C@H](CCN2CCCCC2c2coc3cccc-3c2)CC1. (7) Given the product Cc1ccc([C@@H](NC(=O)Cc2ccc3oc(C(=O)c4ccncc4C)cc3c2)c2ccccc2)c(C)c1, predict the reactants needed to synthesize it. The reactants are: Cc1ccc([C@@H](N)c2ccccc2)c(C)c1.Cc1cnccc1C(=O)c1cc2cc(CC(=O)O)ccc2o1. (8) Given the product c1ccc(-c2ccccc2)cc1, predict the reactants needed to synthesize it. The reactants are: Brc1ccccc1.C[Sn](C)(C)c1ccccc1. (9) Given the product CCC=NN(C)C(=O)C(=O)c1c(CC)cc(C)cc1CC, predict the reactants needed to synthesize it. The reactants are: CCC=O.CCc1cc(C)cc(CC)c1C(=O)C(=O)N(C)N. (10) Given the product Cc1ccc(CC2(O)CCN(CC3CCc4cc(OCc5ccccc5)ccc4C3=O)CC2)cc1, predict the reactants needed to synthesize it. The reactants are: C=O.Cc1ccc(CC2(O)CCNCC2)cc1.O=C1CCCc2cc(OCc3ccccc3)ccc21.